This data is from Full USPTO retrosynthesis dataset with 1.9M reactions from patents (1976-2016). The task is: Predict the reactants needed to synthesize the given product. (1) Given the product [C:11]([C:8]1[CH:7]=[CH:6][C:5]([O:4][CH:1]([CH3:3])[CH3:2])=[CH:10][N:9]=1)#[CH:13], predict the reactants needed to synthesize it. The reactants are: [CH:1]([O:4][C:5]1[CH:6]=[CH:7][C:8]([CH:11]=O)=[N:9][CH:10]=1)([CH3:3])[CH3:2].[C:13]([O-])([O-])=O.[K+].[K+].[N+](=C(P(=O)(OC)OC)C(=O)C)=[N-]. (2) Given the product [CH3:1][S:2][C:3]1[N:8]=[C:7](/[CH:9]=[C:15]2/[C:14](=[O:16])[NH:13][C:12](=[O:17])[NH:11]/2)[CH:6]=[CH:5][N:4]=1, predict the reactants needed to synthesize it. The reactants are: [CH3:1][S:2][C:3]1[N:8]=[C:7]([CH:9]=O)[CH:6]=[CH:5][N:4]=1.[NH:11]1[CH2:15][C:14](=[O:16])[NH:13][C:12]1=[O:17].N1CCCCC1. (3) The reactants are: [C:1]([O:5][C@@H:6]([C:12]1[C:13]([CH3:72])=[N:14][C:15]2[N:16]([N:50]=[C:51]([CH:53]=[CH:54][CH2:55][C:56]3[CH:61]=[CH:60][C:59]([F:62])=[CH:58][C:57]=3B3OC(C)(C)C(C)(C)O3)[CH:52]=2)[C:17]=1[N:18]1[CH2:23][CH2:22][C:21]([O:25][CH2:26][CH2:27][CH2:28][CH2:29][C@H:30]([O:32][Si:33]([C:46]([CH3:49])([CH3:48])[CH3:47])([C:40]2[CH:45]=[CH:44][CH:43]=[CH:42][CH:41]=2)[C:34]2[CH:39]=[CH:38][CH:37]=[CH:36][CH:35]=2)[CH3:31])([CH3:24])[CH2:20][CH2:19]1)[C:7]([O:9][CH2:10][CH3:11])=[O:8])([CH3:4])([CH3:3])[CH3:2].[OH:73]OS([O-])=O.[K+].S([O-])([O-])(=O)=S.[Na+].[Na+]. Given the product [C:1]([O:5][C@@H:6]([C:12]1[C:13]([CH3:72])=[N:14][C:15]2[N:16]([N:50]=[C:51]([CH:53]=[CH:54][CH2:55][C:56]3[CH:61]=[CH:60][C:59]([F:62])=[CH:58][C:57]=3[OH:73])[CH:52]=2)[C:17]=1[N:18]1[CH2:23][CH2:22][C:21]([O:25][CH2:26][CH2:27][CH2:28][CH2:29][C@H:30]([O:32][Si:33]([C:46]([CH3:48])([CH3:49])[CH3:47])([C:34]2[CH:39]=[CH:38][CH:37]=[CH:36][CH:35]=2)[C:40]2[CH:45]=[CH:44][CH:43]=[CH:42][CH:41]=2)[CH3:31])([CH3:24])[CH2:20][CH2:19]1)[C:7]([O:9][CH2:10][CH3:11])=[O:8])([CH3:3])([CH3:2])[CH3:4], predict the reactants needed to synthesize it. (4) Given the product [NH2:1][C:2]1[CH:9]=[C:8]([C:10]([C:12]2[C:20]3[CH:19]=[N:18][C:17]([NH2:21])=[N:16][C:15]=3[N:14]([C:22]([CH3:26])([CH3:25])[CH2:23][O:24][Si:43]([C:46]([CH3:49])([CH3:48])[CH3:47])([CH3:45])[CH3:44])[CH:13]=2)=[O:11])[CH:7]=[CH:6][C:3]=1[C:4]#[N:5], predict the reactants needed to synthesize it. The reactants are: [NH2:1][C:2]1[CH:9]=[C:8]([C:10]([C:12]2[C:20]3[CH:19]=[N:18][C:17]([NH2:21])=[N:16][C:15]=3[N:14]([C:22]([CH3:26])([CH3:25])[CH2:23][OH:24])[CH:13]=2)=[O:11])[CH:7]=[CH:6][C:3]=1[C:4]#[N:5].N1C(C)=CC=CC=1C.O([Si:43]([C:46]([CH3:49])([CH3:48])[CH3:47])([CH3:45])[CH3:44])S(C(F)(F)F)(=O)=O. (5) Given the product [C:1]([C:3]1[CH:4]=[N:5][C:6]2[C:11]([C:12]=1[C:13]1[CH:18]=[CH:17][CH:16]=[CH:15][C:14]=1[O:19][CH3:20])=[CH:10][CH:9]=[C:8]([S:21]([NH:24][C:25]1[S:26][CH:27]=[CH:28][N:29]=1)(=[O:23])=[O:22])[CH:7]=2)#[N:2], predict the reactants needed to synthesize it. The reactants are: [C:1]([C:3]1[CH:4]=[N:5][C:6]2[C:11]([C:12]=1[C:13]1[CH:18]=[CH:17][CH:16]=[CH:15][C:14]=1[O:19][CH3:20])=[CH:10][CH:9]=[C:8]([S:21]([N:24](CC1C=CC(OC)=CC=1)[C:25]1[S:26][CH:27]=[CH:28][N:29]=1)(=[O:23])=[O:22])[CH:7]=2)#[N:2].C(Cl)Cl.C(O)(C(F)(F)F)=O. (6) Given the product [ClH:31].[N:1]1([CH2:5][CH:6]2[CH2:9][N:8]([C:10]([C:12]3[CH:13]=[C:14]([CH:27]=[CH:28][C:29]=3[F:30])[CH2:15][C:16]3[C:25]4[C:20](=[CH:21][CH:22]=[CH:23][CH:24]=4)[C:19](=[O:26])[NH:18][N:17]=3)=[O:11])[CH2:7]2)[CH2:2][CH2:3][CH2:4]1, predict the reactants needed to synthesize it. The reactants are: [N:1]1([CH2:5][CH:6]2[CH2:9][N:8]([C:10]([C:12]3[CH:13]=[C:14]([CH:27]=[CH:28][C:29]=3[F:30])[CH2:15][C:16]3[C:25]4[C:20](=[CH:21][CH:22]=[CH:23][CH:24]=4)[C:19](=[O:26])[NH:18][N:17]=3)=[O:11])[CH2:7]2)[CH2:4][CH2:3][CH2:2]1.[ClH:31]. (7) Given the product [NH2:1][C:2]1[S:3][C:4]([C:24]2[CH:29]=[CH:28][N:27]=[C:26]([NH:42][C:38]3[CH:39]=[CH:40][CH:41]=[C:36]([C:35]4[O:31][CH:32]=[N:33][CH:34]=4)[CH:37]=3)[N:25]=2)=[C:5]([C:7]2[CH:8]=[C:9]([NH:13][C:14](=[O:23])[C:15]3[C:20]([F:21])=[CH:19][CH:18]=[CH:17][C:16]=3[F:22])[CH:10]=[CH:11][CH:12]=2)[N:6]=1, predict the reactants needed to synthesize it. The reactants are: [NH2:1][C:2]1[S:3][C:4]([C:24]2[CH:29]=[CH:28][N:27]=[C:26](Cl)[N:25]=2)=[C:5]([C:7]2[CH:8]=[C:9]([NH:13][C:14](=[O:23])[C:15]3[C:20]([F:21])=[CH:19][CH:18]=[CH:17][C:16]=3[F:22])[CH:10]=[CH:11][CH:12]=2)[N:6]=1.[O:31]1[C:35]([C:36]2[CH:37]=[C:38]([NH2:42])[CH:39]=[CH:40][CH:41]=2)=[CH:34][N:33]=[CH:32]1. (8) Given the product [Cl:1][C:2]1[CH:7]=[CH:6][C:5]([CH:8]([C:10]2[CH:15]=[CH:14][C:13]([N:16]3[CH2:17][CH:18]=[CH:19][CH2:20]3)=[CH:12][CH:11]=2)[OH:9])=[CH:4][C:3]=1[S:23]([NH2:26])(=[O:24])=[O:25], predict the reactants needed to synthesize it. The reactants are: [Cl:1][C:2]1[CH:7]=[CH:6][C:5]([CH:8]([C:10]2[CH:15]=[CH:14][C:13]([N:16]([CH2:20]C=C)[CH2:17][CH:18]=[CH2:19])=[CH:12][CH:11]=2)[OH:9])=[CH:4][C:3]=1[S:23]([NH2:26])(=[O:25])=[O:24].